Dataset: Reaction yield outcomes from USPTO patents with 853,638 reactions. Task: Predict the reaction yield, written as a fraction of the theoretical maximum amount of product (1.0 means a 100% yield; for example, 0.34 means a 34% yield). (1) The reactants are C[O:2][C:3]1[CH:8]=[CH:7][CH:6]=[CH:5][C:4]=1[N:9]1[CH2:14][CH2:13][O:12][CH2:11][CH2:10]1.B(Br)(Br)Br. The catalyst is C(Cl)Cl. The product is [O:12]1[CH2:11][CH2:10][N:9]([C:4]2[CH:5]=[CH:6][CH:7]=[CH:8][C:3]=2[OH:2])[CH2:14][CH2:13]1. The yield is 0.800. (2) The reactants are [Br:1][C:2]1[C:6]2[C:7]3[N:8]([CH3:28])[C:9](=[O:27])[N:10]([C:15]4[C:20]([F:21])=[C:19]([O:22][CH3:23])[CH:18]=[C:17]([O:24][CH3:25])[C:16]=4[F:26])[CH2:11][C:12]=3[CH:13]=[N:14][C:5]=2[NH:4][CH:3]=1.[C:29](=O)([O:35]C(C)(C)C)[O:30][C:31]([CH3:34])([CH3:33])[CH3:32]. The catalyst is C(Cl)Cl.CN(C)C1C=CN=CC=1. The product is [Br:1][C:2]1[C:6]2[C:7]3[N:8]([CH3:28])[C:9](=[O:27])[N:10]([C:15]4[C:16]([F:26])=[C:17]([O:24][CH3:25])[CH:18]=[C:19]([O:22][CH3:23])[C:20]=4[F:21])[CH2:11][C:12]=3[CH:13]=[N:14][C:5]=2[N:4]([C:29]([O:30][C:31]([CH3:34])([CH3:33])[CH3:32])=[O:35])[CH:3]=1. The yield is 0.700. (3) The reactants are [C:1](=[O:14])([O:12][CH3:13])[O:2][C:3]1[CH:8]=[CH:7][C:6]([F:9])=[CH:5][C:4]=1[CH2:10][CH3:11].OS(O)(=O)=O.[N+:20]([O-])([O-:22])=[O:21].[K+]. No catalyst specified. The product is [C:1](=[O:14])([O:12][CH3:13])[O:2][C:3]1[CH:8]=[C:7]([N+:20]([O-:22])=[O:21])[C:6]([F:9])=[CH:5][C:4]=1[CH2:10][CH3:11]. The yield is 0.580. (4) The reactants are [N+:1]([C:4]1[NH:8][C:7](C(OC)=O)=[CH:6][C:5]=1C1C2C(=CC=CC=2)N=CC=1)([O-])=O.CO.CO[C:27]1[CH:32]=CC(C(C=O)C=O)=C[CH:28]=1. The catalyst is [Pd].CC(O)=O. The product is [N:1]1[C:4]2[N:8]([CH:7]=[CH:6][CH:5]=2)[CH:28]=[CH:27][CH:32]=1. The yield is 0.730. (5) The reactants are [C:1]([C:4]1[CH:5]=[C:6]([C:18]2[N:22]([CH2:23][CH:24]3[CH2:29][CH2:28][CH2:27][CH2:26][CH2:25]3)[C:21]([CH3:30])=[C:20]([C:31]([NH:33][CH:34]3[CH2:39][CH2:38][O:37][CH2:36][CH2:35]3)=[O:32])[CH:19]=2)[CH:7]=[CH:8][C:9]=1[C:10]1[N:14]([CH:15]([CH3:17])[CH3:16])[N:13]=[CH:12][CH:11]=1)(=[O:3])[CH3:2].[CH3:40][Mg+].[Br-].[NH4+].[Cl-]. The catalyst is C1COCC1.CC(=O)OCC. The product is [CH:24]1([CH2:23][N:22]2[C:18]([C:6]3[CH:7]=[CH:8][C:9]([C:10]4[N:14]([CH:15]([CH3:16])[CH3:17])[N:13]=[CH:12][CH:11]=4)=[C:4]([C:1]([OH:3])([CH3:40])[CH3:2])[CH:5]=3)=[CH:19][C:20]([C:31]([NH:33][CH:34]3[CH2:35][CH2:36][O:37][CH2:38][CH2:39]3)=[O:32])=[C:21]2[CH3:30])[CH2:29][CH2:28][CH2:27][CH2:26][CH2:25]1. The yield is 0.280. (6) The reactants are [F:1][C:2]1[CH:9]=[C:8]([C:10]([F:13])([F:12])[F:11])[CH:7]=[CH:6][C:3]=1[CH:4]=O.[C:14]([NH:17][NH2:18])([NH2:16])=[NH:15].[ClH:19]. No catalyst specified. The product is [ClH:19].[F:1][C:2]1[CH:9]=[C:8]([C:10]([F:13])([F:12])[F:11])[CH:7]=[CH:6][C:3]=1[CH:4]=[N:18][NH:17][C:14]([NH2:16])=[NH:15]. The yield is 0.880.